Task: Predict the reaction yield, written as a fraction of the theoretical maximum amount of product (1.0 means a 100% yield; for example, 0.34 means a 34% yield).. Dataset: Reaction yield outcomes from USPTO patents with 853,638 reactions (1) The reactants are [NH:1]([CH2:3][C:4]([OH:6])=[O:5])[CH3:2].[CH3:7][C:8]1[CH:29]=[CH:28][CH:27]=[CH:26][C:9]=1[C:10]([O:12][CH2:13][CH2:14][O:15][C:16](ON1C(=O)CCC1=O)=[O:17])=[O:11]. No catalyst specified. The product is [CH3:2][N:1]([C:16]([O:15][CH2:14][CH2:13][O:12][C:10]([C:9]1[CH:26]=[CH:27][CH:28]=[CH:29][C:8]=1[CH3:7])=[O:11])=[O:17])[CH2:3][C:4]([OH:6])=[O:5]. The yield is 0.531. (2) The reactants are [CH2:1]1[CH2:10][O:9][C:8]2[CH:7]=[CH:6][C:5]([NH:11][C:12]3[C:17]([F:18])=[CH:16][N:15]=[C:14]([NH:19][C:20]4[CH:25]=[CH:24][CH:23]=[C:22](O)[CH:21]=4)[N:13]=3)=[CH:4][C:3]=2[O:2]1.ClC1N=C(NC2C=CC3OCCOC=3C=2)C(F)=CN=1.[CH2:46]([N:53]1[CH2:58][CH2:57][N:56](C2C=CC(N)=CC=2)[CH2:55][CH2:54]1)[C:47]1[CH:52]=[CH:51][CH:50]=[CH:49][CH:48]=1. No catalyst specified. The product is [CH2:46]([N:53]1[CH2:58][CH2:57][N:56]([C:23]2[CH:22]=[CH:21][C:20]([NH:19][C:14]3[N:13]=[C:12]([NH:11][C:5]4[CH:6]=[CH:7][C:8]5[O:9][CH2:10][CH2:1][O:2][C:3]=5[CH:4]=4)[C:17]([F:18])=[CH:16][N:15]=3)=[CH:25][CH:24]=2)[CH2:55][CH2:54]1)[C:47]1[CH:48]=[CH:49][CH:50]=[CH:51][CH:52]=1. The yield is 0.330. (3) The reactants are [Cl:1][C:2]1[CH:3]=[CH:4][CH:5]=[C:6]([CH:28]=1)[CH:7]([O:19][CH2:20][C:21]1[CH:26]=[CH:25][C:24]([Cl:27])=[CH:23][CH:22]=1)[N:8]1[C:12]([CH3:13])=[CH:11][C:10]([CH2:14][CH2:15][C:16](F)=[O:17])=[N:9]1.[F:29][C:30]([F:36])([F:35])[S:31]([NH2:34])(=[O:33])=[O:32]. The catalyst is CN(C1C=CN=CC=1)C.C(Cl)Cl.CCOC(C)=O. The product is [Cl:1][C:2]1[CH:3]=[CH:4][CH:5]=[C:6]([CH:28]=1)[CH:7]([O:19][CH2:20][C:21]1[CH:22]=[CH:23][C:24]([Cl:27])=[CH:25][CH:26]=1)[N:8]1[C:12]([CH3:13])=[CH:11][C:10]([CH2:14][CH2:15][C:16]([NH:34][S:31]([C:30]([F:36])([F:35])[F:29])(=[O:33])=[O:32])=[O:17])=[N:9]1. The yield is 0.720. (4) The reactants are [NH:1]1[C:9]2[C:4](=[CH:5][C:6]([NH:10][C:11]3[C:20]4[C:15](=[CH:16][C:17]([O:29][CH3:30])=[CH:18][C:19]=4[O:21][CH:22]4[CH2:27][CH2:26][N:25]([CH3:28])[CH2:24][CH2:23]4)[N:14]=[CH:13][N:12]=3)=[CH:7][CH:8]=2)[CH:3]=[CH:2]1.[F:31][C:32]1[CH:33]=[C:34]([CH:37]=[CH:38][CH:39]=1)[CH2:35]Cl. The product is [F:31][C:32]1[CH:33]=[C:34]([CH:37]=[CH:38][CH:39]=1)[CH2:35][N:1]1[C:9]2[C:4](=[CH:5][C:6]([NH:10][C:11]3[C:20]4[C:15](=[CH:16][C:17]([O:29][CH3:30])=[CH:18][C:19]=4[O:21][CH:22]4[CH2:23][CH2:24][N:25]([CH3:28])[CH2:26][CH2:27]4)[N:14]=[CH:13][N:12]=3)=[CH:7][CH:8]=2)[CH:3]=[CH:2]1. No catalyst specified. The yield is 0.140. (5) The reactants are [CH:1]([O:4][C:5](=[O:34])[C:6]1[CH:11]=[C:10]([C:12]#[C:13][C:14]2[CH:19]=[CH:18][C:17]([CH2:20][C:21]([O:23]CCC[Si](C)(C)C)=[O:22])=[C:16]([F:31])[CH:15]=2)[CH:9]=[C:8]([C:32]#[CH:33])[CH:7]=1)([CH3:3])[CH3:2].O. The catalyst is CS(C)=O. The product is [CH:1]([O:4][C:5](=[O:34])[C:6]1[CH:7]=[C:8]([C:32]#[CH:33])[CH:9]=[C:10]([C:12]#[C:13][C:14]2[CH:19]=[CH:18][C:17]([CH2:20][C:21]([OH:23])=[O:22])=[C:16]([F:31])[CH:15]=2)[CH:11]=1)([CH3:3])[CH3:2]. The yield is 0.380. (6) The reactants are [CH2:1]([C:3]1[C:11]2[CH:10]=[CH:9][S:8][C:7]=2[C:6]([CH3:12])=[CH:5][C:4]=1[O:13][C:14](=[CH:17]NC1C=CC=CC=1)[C:15]#[N:16])[CH3:2].Cl.[NH2:26][C:27]([NH2:29])=[NH:28].C[O-].[Na+]. The catalyst is C(O)C.O. The product is [CH2:1]([C:3]1[C:11]2[CH:10]=[CH:9][S:8][C:7]=2[C:6]([CH3:12])=[CH:5][C:4]=1[O:13][C:14]1[C:15]([NH2:16])=[N:28][C:27]([NH2:29])=[N:26][CH:17]=1)[CH3:2]. The yield is 0.740. (7) The reactants are [NH2:1][C:2]1[CH:7]=[CH:6][C:5]([CH2:8][CH2:9][CH2:10][C:11]([OH:13])=[O:12])=[CH:4][CH:3]=1.C(Cl)Cl.Cl[Si](C)(C)C. The catalyst is C(OC(=O)C)C. The product is [C:11]([NH:1][C:2]1[CH:3]=[CH:4][C:5]([CH2:8][CH2:9][CH2:10][C:11]([OH:13])=[O:12])=[CH:6][CH:7]=1)([CH:10]=[CH2:9])=[O:12]. The yield is 0.920. (8) The yield is 0.790. The catalyst is CO.[Zn]. The product is [NH2:24][C:21]1[N:20]=[C:19]([CH3:27])[C:18]([O:17][C:15]2[CH:14]=[CH:13][N:12]=[C:11]([NH:10][C:8]([N:5]3[CH2:6][CH2:7][N:2]([CH3:1])[CH2:3][CH2:4]3)=[O:9])[CH:16]=2)=[CH:23][CH:22]=1. The reactants are [CH3:1][N:2]1[CH2:7][CH2:6][N:5]([C:8]([NH:10][C:11]2[CH:16]=[C:15]([O:17][C:18]3[C:19]([CH3:27])=[N:20][C:21]([N+:24]([O-])=O)=[CH:22][CH:23]=3)[CH:14]=[CH:13][N:12]=2)=[O:9])[CH2:4][CH2:3]1.[NH4+].[Cl-]. (9) The reactants are [I:1][C:2]1[CH:19]=[CH:18][C:5]([O:6][CH:7]2[CH2:10][N:9](C(OC(C)(C)C)=O)[CH2:8]2)=[CH:4][CH:3]=1.C(O)(C(F)(F)F)=O. The catalyst is C(Cl)Cl. The product is [I:1][C:2]1[CH:19]=[CH:18][C:5]([O:6][CH:7]2[CH2:8][NH:9][CH2:10]2)=[CH:4][CH:3]=1. The yield is 0.960. (10) The product is [C:10]([O:9][C:7]([N:5]1[CH2:6][C:2]([F:1])([F:18])[CH2:3][C@H:4]1[C:14]([OH:16])=[O:15])=[O:8])([CH3:13])([CH3:11])[CH3:12]. The reactants are [F:1][C:2]1([F:18])[CH2:6][N:5]([C:7]([O:9][C:10]([CH3:13])([CH3:12])[CH3:11])=[O:8])[C@H:4]([C:14]([O:16]C)=[O:15])[CH2:3]1. The yield is 0.990. The catalyst is CO.O1CCCC1.[OH-].[Na+].